This data is from Peptide-MHC class I binding affinity with 185,985 pairs from IEDB/IMGT. The task is: Regression. Given a peptide amino acid sequence and an MHC pseudo amino acid sequence, predict their binding affinity value. This is MHC class I binding data. (1) The peptide sequence is KMFHGGLRY. The MHC is HLA-B35:01 with pseudo-sequence HLA-B35:01. The binding affinity (normalized) is 0.293. (2) The peptide sequence is GQTVEMSPF. The MHC is HLA-B53:01 with pseudo-sequence HLA-B53:01. The binding affinity (normalized) is 0.213. (3) The peptide sequence is YLPEDSDIL. The MHC is HLA-A02:12 with pseudo-sequence HLA-A02:12. The binding affinity (normalized) is 0.834. (4) The peptide sequence is KAFSPEVI. The MHC is HLA-A03:01 with pseudo-sequence HLA-A03:01. The binding affinity (normalized) is 0. (5) The peptide sequence is KLWAQCVQL. The MHC is HLA-B08:01 with pseudo-sequence HLA-B08:01. The binding affinity (normalized) is 0.0847.